Dataset: Forward reaction prediction with 1.9M reactions from USPTO patents (1976-2016). Task: Predict the product of the given reaction. (1) Given the reactants O=C(Cl)[O:3][C:4](Cl)(Cl)Cl.[F:9][C:10]1[C:15]([N+:16]([O-:18])=[O:17])=[CH:14][C:13]([NH:19][CH2:20][C:21]2[C:22]([NH:29][CH3:30])=[N:23][C:24]([S:27][CH3:28])=[N:25][CH:26]=2)=[C:12]([CH3:31])[CH:11]=1.CCN(CC)CC.C([O-])([O-])=O.[Na+].[Na+], predict the reaction product. The product is: [F:9][C:10]1[C:15]([N+:16]([O-:18])=[O:17])=[CH:14][C:13]([N:19]2[CH2:20][C:21]3[C:22](=[N:23][C:24]([S:27][CH3:28])=[N:25][CH:26]=3)[N:29]([CH3:30])[C:4]2=[O:3])=[C:12]([CH3:31])[CH:11]=1. (2) Given the reactants [NH2:1][C:2]1[N:7]=[CH:6][N:5]=[C:4]2[N:8]([C@@H:26]3[CH2:31][CH2:30][CH2:29][N:28](C(OC(C)(C)C)=O)[CH2:27]3)[N:9]=[C:10]([C:11]3[CH:16]=[CH:15][C:14]([O:17][C:18]4[C:23]([F:24])=[CH:22][CH:21]=[CH:20][C:19]=4[F:25])=[CH:13][CH:12]=3)[C:3]=12.C(O)(C(F)(F)F)=O, predict the reaction product. The product is: [F:25][C:19]1[CH:20]=[CH:21][CH:22]=[C:23]([F:24])[C:18]=1[O:17][C:14]1[CH:13]=[CH:12][C:11]([C:10]2[C:3]3[C:4](=[N:5][CH:6]=[N:7][C:2]=3[NH2:1])[N:8]([C@@H:26]3[CH2:31][CH2:30][CH2:29][NH:28][CH2:27]3)[N:9]=2)=[CH:16][CH:15]=1. (3) The product is: [CH2:3]([N:10]1[CH:15]=[CH:14][N:13]=[C:12]([C:16]([OH:18])=[O:17])[C:11]1=[O:20])[C:4]1[CH:5]=[CH:6][CH:7]=[CH:8][CH:9]=1. Given the reactants [Li+].[OH-].[CH2:3]([N:10]1[CH:15]=[CH:14][N:13]=[C:12]([C:16]([O:18]C)=[O:17])[C:11]1=[O:20])[C:4]1[CH:9]=[CH:8][CH:7]=[CH:6][CH:5]=1.Cl, predict the reaction product. (4) Given the reactants [Cl:1][CH2:2][CH2:3][CH2:4][C:5]([C:7]1[CH:12]=[CH:11][N:10]=[CH:9][CH:8]=1)=[O:6].[CH3:13][N:14]1[C:23]2[CH:22]=[CH:21][CH:20]=[C:19]3[CH:24]4[CH2:29][NH:28][CH2:27][CH2:26][CH:25]4[N:17]([C:18]=23)[CH2:16][CH2:15]1.N, predict the reaction product. The product is: [ClH:1].[CH3:13][N:14]1[C:23]2[CH:22]=[CH:21][CH:20]=[C:19]3[C@@H:24]4[CH2:29][N:28]([CH2:2][CH2:3][CH2:4][C:5]([C:7]5[CH:12]=[CH:11][N:10]=[CH:9][CH:8]=5)=[O:6])[CH2:27][CH2:26][C@@H:25]4[N:17]([C:18]=23)[CH2:16][CH2:15]1.